From a dataset of Catalyst prediction with 721,799 reactions and 888 catalyst types from USPTO. Predict which catalyst facilitates the given reaction. (1) Reactant: Br[CH2:2][C:3]1[CH:8]=[CH:7][C:6]([CH2:9][Br:10])=[CH:5][CH:4]=1.[C:11]([O-:14])(=[O:13])[CH3:12].[K+]. Product: [C:11]([O:14][CH2:2][C:3]1[CH:8]=[CH:7][C:6]([CH2:9][Br:10])=[CH:5][CH:4]=1)(=[O:13])[CH3:12]. The catalyst class is: 10. (2) Reactant: C([N:8]1[CH2:13][CH2:12][C:11]([C:16]2[CH:21]=[CH:20][C:19]([Cl:22])=[C:18]([Cl:23])[CH:17]=2)([C:14]#[N:15])[CH2:10][CH2:9]1)(OC(C)(C)C)=O.C(O)(C(F)(F)F)=O. Product: [Cl:23][C:18]1[CH:17]=[C:16]([C:11]2([C:14]#[N:15])[CH2:10][CH2:9][NH:8][CH2:13][CH2:12]2)[CH:21]=[CH:20][C:19]=1[Cl:22]. The catalyst class is: 2. (3) Reactant: [Br:1][C:2]1[CH:10]=[CH:9][CH:8]=[C:7]([O:11][C:12]([F:15])([F:14])[F:13])[C:3]=1[C:4](O)=[O:5].CO. Product: [Br:1][C:2]1[CH:10]=[CH:9][CH:8]=[C:7]([O:11][C:12]([F:14])([F:13])[F:15])[C:3]=1[CH2:4][OH:5]. The catalyst class is: 1. (4) Reactant: [CH3:1][C:2]([NH:10][C:11]1[N:16]=[C:15](Cl)[C:14]([C:18]2[CH:23]=[CH:22][C:21]([F:24])=[CH:20][CH:19]=2)=[C:13]([C:25]2[CH:30]=[CH:29][N:28]=[CH:27][CH:26]=2)[N:12]=1)([C:4]1[CH:9]=[CH:8][CH:7]=[CH:6][CH:5]=1)[CH3:3].O.[NH2:32][NH2:33]. Product: [CH3:1][C:2]([NH:10][C:11]1[N:16]=[C:15]([NH:32][NH2:33])[C:14]([C:18]2[CH:23]=[CH:22][C:21]([F:24])=[CH:20][CH:19]=2)=[C:13]([C:25]2[CH:30]=[CH:29][N:28]=[CH:27][CH:26]=2)[N:12]=1)([C:4]1[CH:9]=[CH:8][CH:7]=[CH:6][CH:5]=1)[CH3:3]. The catalyst class is: 32.